Predict the reactants needed to synthesize the given product. From a dataset of Full USPTO retrosynthesis dataset with 1.9M reactions from patents (1976-2016). (1) Given the product [CH2:1]([O:5][C:6]1[CH:7]=[CH:8][C:9]([CH2:10][NH:11][C:12]2[N:17]=[C:16]([O:18][CH2:19][C:20]([F:23])([F:21])[F:22])[N:15]=[C:14]([NH:24][C:25]3[CH:26]=[CH:27][C:28]([C:29]([OH:31])=[O:30])=[CH:33][CH:34]=3)[N:13]=2)=[CH:35][CH:36]=1)[CH2:2][CH:3]=[CH2:4], predict the reactants needed to synthesize it. The reactants are: [CH2:1]([O:5][C:6]1[CH:36]=[CH:35][C:9]([CH2:10][NH:11][C:12]2[N:17]=[C:16]([O:18][CH2:19][C:20]([F:23])([F:22])[F:21])[N:15]=[C:14]([NH:24][C:25]3[CH:34]=[CH:33][C:28]([C:29]([O:31]C)=[O:30])=[CH:27][CH:26]=3)[N:13]=2)=[CH:8][CH:7]=1)[CH2:2][CH:3]=[CH2:4].[Li+].[OH-].O.Cl. (2) Given the product [Cl:1][C:2]1[CH:3]=[CH:4][C:5]([NH:8][C:9](=[O:19])[C:10]2[CH:15]=[CH:14][CH:13]=[CH:12][C:11]=2[NH2:16])=[N:6][CH:7]=1, predict the reactants needed to synthesize it. The reactants are: [Cl:1][C:2]1[CH:3]=[CH:4][C:5]([NH:8][C:9](=[O:19])[C:10]2[CH:15]=[CH:14][CH:13]=[CH:12][C:11]=2[N+:16]([O-])=O)=[N:6][CH:7]=1. (3) Given the product [C:18]([O:22][C@@H:21]1[C@@H:23]([O:24][C:21](=[O:22])[CH3:23])[C@H:25]([O:26][C:25](=[O:26])[CH3:27])[C@@H:27]([CH2:29][O:30][C:35](=[O:37])[CH3:36])[O:28][C@:18]1([C:13]1[CH:14]=[CH:15][C:16]([F:17])=[C:11]([CH2:10][C:2]2[S:1][C:5]3[CH:6]=[CH:7][CH:8]=[CH:9][C:4]=3[CH:3]=2)[CH:12]=1)[O:19][CH3:20])(=[O:19])[CH3:13], predict the reactants needed to synthesize it. The reactants are: [S:1]1[C:5]2[CH:6]=[CH:7][CH:8]=[CH:9][C:4]=2[CH:3]=[C:2]1[CH2:10][C:11]1[CH:12]=[C:13]([C@@:18]2([O:28][C@H:27]([CH2:29][OH:30])[C@@H:25]([OH:26])[C@H:23]([OH:24])[C@H:21]2[OH:22])[O:19][CH3:20])[CH:14]=[CH:15][C:16]=1[F:17].C(O[C:35](=[O:37])[CH3:36])(=O)C.Cl. (4) Given the product [CH3:1][O:2][C:3]1[CH:12]=[CH:11][C:10]2[C:5](=[CH:6][CH:7]=[CH:8][CH:9]=2)[C:4]=1[C:13]([N:23]([CH3:24])[CH3:22])=[O:15], predict the reactants needed to synthesize it. The reactants are: [CH3:1][O:2][C:3]1[CH:12]=[CH:11][C:10]2[C:5](=[CH:6][CH:7]=[CH:8][CH:9]=2)[C:4]=1[C:13]([OH:15])=O.C(Cl)(=O)C(Cl)=O.[CH3:22][NH:23][CH3:24].C(N(CC)CC)C. (5) The reactants are: [CH2:1]([N:5]1[C:13]2[N:12]=[C:11]([Cl:14])[N:10](CC=C)[C:9]=2[C:8](=[O:18])[NH:7][C:6]1=[O:19])[CH2:2][CH2:3][CH3:4].C(=O)([O-])[O-].[Cs+].[Cs+].Cl[CH2:27][CH2:28][CH2:29][C:30]1[O:31][C:32]([CH2:35][C:36]2[CH:41]=[CH:40][CH:39]=[CH:38][CH:37]=2)=[N:33][N:34]=1.N1CCOCC1.Cl. Given the product [CH2:1]([N:5]1[C:13]2[N:12]=[C:11]([Cl:14])[NH:10][C:9]=2[C:8](=[O:18])[N:7]([CH2:27][CH2:28][CH2:29][C:30]2[O:31][C:32]([CH2:35][C:36]3[CH:41]=[CH:40][CH:39]=[CH:38][CH:37]=3)=[N:33][N:34]=2)[C:6]1=[O:19])[CH2:2][CH2:3][CH3:4], predict the reactants needed to synthesize it. (6) Given the product [Br:1][C:2]1[C:10]2[NH:9][CH:8]=[N:7][C:6]=2[C:5]([CH3:13])=[CH:4][C:3]=1[NH2:12].[CH3:18][C:2]1[C:3]2[NH:12][CH:25]=[N:23][C:24]=2[C:5]([CH3:4])=[CH:6][C:10]=1[NH2:9], predict the reactants needed to synthesize it. The reactants are: [Br:1][C:2]1[C:10]2[NH:9][CH:8]=[N:7][C:6]=2[C:5](Br)=[CH:4][C:3]=1[NH2:12].[CH3:13][Sn](C)(C)C.[CH:18](Cl)(Cl)Cl.C[N:23]([CH:25]=O)[CH3:24].